Task: Predict the reactants needed to synthesize the given product.. Dataset: Full USPTO retrosynthesis dataset with 1.9M reactions from patents (1976-2016) (1) The reactants are: [C:1]([C:3]1[CH:4]=[C:5]([CH2:9][N:10]2[C:15]([OH:16])=[C:14]([C:17]([NH:19][CH2:20][C:21]([O:23]CC)=[O:22])=[O:18])[C:13](=[O:26])[N:12]([CH2:27][C:28]3[CH:33]=[CH:32][CH:31]=[CH:30][CH:29]=3)[C:11]2=[O:34])[CH:6]=[CH:7][CH:8]=1)#[N:2].OC1NC(=O)N(CC2C=CC=CC=2)C(=O)C=1C(NCC(OCC)=O)=O.C(C1C=C(C=CC=1)CBr)#N.C(=O)([O-])[O-].[Na+].[Na+].Cl. Given the product [C:1]([C:3]1[CH:4]=[C:5]([CH2:9][N:10]2[C:15]([OH:16])=[C:14]([C:17]([NH:19][CH2:20][C:21]([OH:23])=[O:22])=[O:18])[C:13](=[O:26])[N:12]([CH2:27][C:28]3[CH:29]=[CH:30][CH:31]=[CH:32][CH:33]=3)[C:11]2=[O:34])[CH:6]=[CH:7][CH:8]=1)#[N:2], predict the reactants needed to synthesize it. (2) Given the product [CH3:23][NH:22][C:20]([NH:8][CH2:7][C:6]1[CH:9]=[CH:10][CH:11]=[CH:12][C:5]=1[N+:2]([O-:4])=[O:3])=[O:21], predict the reactants needed to synthesize it. The reactants are: Cl.[N+:2]([C:5]1[CH:12]=[CH:11][CH:10]=[CH:9][C:6]=1[CH2:7][NH2:8])([O-:4])=[O:3].C(N(CC)CC)C.[C:20](N1C=CN=C1)([N:22]1C=CN=[CH:23]1)=[O:21].CN.Cl. (3) The reactants are: [Cl:1][C:2]1[CH:3]=[C:4]([C@@H:8]2[C@@H:13]([C:14]3[CH:19]=[CH:18][C:17]([Cl:20])=[CH:16][CH:15]=3)[N:12]([CH:21]([CH2:24][CH3:25])[CH2:22][CH3:23])[C:11](=[O:26])[C@:10]([CH2:28][C:29](=[N:31]O)[NH2:30])([CH3:27])[CH2:9]2)[CH:5]=[CH:6][CH:7]=1.[C:33](N1C=CN=C1)(N1C=CN=C1)=[S:34].B(F)(F)F.CC[O:51]CC. Given the product [Cl:1][C:2]1[CH:3]=[C:4]([C@@H:8]2[C@@H:13]([C:14]3[CH:19]=[CH:18][C:17]([Cl:20])=[CH:16][CH:15]=3)[N:12]([CH:21]([CH2:24][CH3:25])[CH2:22][CH3:23])[C:11](=[O:26])[C@:10]([CH2:28][C:29]3[NH:30][C:33](=[O:51])[S:34][N:31]=3)([CH3:27])[CH2:9]2)[CH:5]=[CH:6][CH:7]=1, predict the reactants needed to synthesize it. (4) Given the product [CH:41]1([S:44]([N:27]2[CH2:26][CH2:25][CH:24]([NH:23][C:19]3[N:18]=[C:17]([C:16]4[N:15]5[C:11]([S:12][CH:13]=[CH:14]5)=[N:10][C:9]=4[C:6]4[CH:7]=[CH:8][C:3]([F:2])=[C:4]([O:30][CH3:31])[CH:5]=4)[CH:22]=[CH:21][N:20]=3)[CH2:29][CH2:28]2)(=[O:46])=[O:45])[CH2:43][CH2:42]1, predict the reactants needed to synthesize it. The reactants are: Cl.[F:2][C:3]1[CH:8]=[CH:7][C:6]([C:9]2[N:10]=[C:11]3[N:15]([C:16]=2[C:17]2[CH:22]=[CH:21][N:20]=[C:19]([NH:23][CH:24]4[CH2:29][CH2:28][NH:27][CH2:26][CH2:25]4)[N:18]=2)[CH:14]=[CH:13][S:12]3)=[CH:5][C:4]=1[O:30][CH3:31].CCN(C(C)C)C(C)C.[CH:41]1([S:44](Cl)(=[O:46])=[O:45])[CH2:43][CH2:42]1. (5) Given the product [CH3:20][C@@H:14]1[CH2:15][NH:16][C@@H:17]([CH3:19])[CH2:18][N:13]1[C:9]1[CH:8]=[C:7]([OH:6])[CH:12]=[CH:11][CH:10]=1, predict the reactants needed to synthesize it. The reactants are: C([O-])(=O)C.C[O:6][C:7]1[CH:8]=[C:9]([NH+:13]2[CH2:18][C@H:17]([CH3:19])[NH:16][CH2:15][C@H:14]2[CH3:20])[CH:10]=[CH:11][CH:12]=1.C([O-])(O)=O.[Na+]. (6) Given the product [CH2:1]([NH:8][C:9](=[O:10])[NH:11][N:12]([CH2:14][C:15]([NH:18][C@@H:19]([CH3:43])[C:20]([N:22]([C@@H:34]([CH3:42])[CH:35]([O:39][CH2:40][CH3:41])[O:36][CH2:37][CH3:38])[CH2:23][C:24]1[CH:25]=[CH:26][CH:27]=[C:28]2[C:33]=1[N:32]=[CH:31][CH:30]=[CH:29]2)=[O:21])=[O:17])[CH3:13])[C:2]1[CH:3]=[CH:4][CH:5]=[CH:6][CH:7]=1, predict the reactants needed to synthesize it. The reactants are: [CH2:1]([NH:8][C:9]([NH:11][N:12]([CH2:14][C:15]([OH:17])=O)[CH3:13])=[O:10])[C:2]1[CH:7]=[CH:6][CH:5]=[CH:4][CH:3]=1.[NH2:18][C@@H:19]([CH3:43])[C:20]([N:22]([C@@H:34]([CH3:42])[CH:35]([O:39][CH2:40][CH3:41])[O:36][CH2:37][CH3:38])[CH2:23][C:24]1[CH:25]=[CH:26][CH:27]=[C:28]2[C:33]=1[N:32]=[CH:31][CH:30]=[CH:29]2)=[O:21]. (7) Given the product [Cl:1][C:2]1[CH:7]=[C:6]([Cl:8])[CH:5]=[CH:4][C:3]=1[CH2:9][CH:10]([C:13]1[CH:14]=[CH:15][C:16]([Cl:19])=[CH:17][CH:18]=1)[CH:11]=[O:12], predict the reactants needed to synthesize it. The reactants are: [Cl:1][C:2]1[CH:7]=[C:6]([Cl:8])[CH:5]=[CH:4][C:3]=1[CH2:9][CH:10]([C:13]1[CH:18]=[CH:17][C:16]([Cl:19])=[CH:15][CH:14]=1)[CH2:11][OH:12].[Cr](Cl)([O-])(=O)=O.[NH+]1C=CC=CC=1.CCOCC.